From a dataset of Full USPTO retrosynthesis dataset with 1.9M reactions from patents (1976-2016). Predict the reactants needed to synthesize the given product. (1) The reactants are: [C:1]1([C:7]2[N:12]=[C:11]3[CH2:13][CH2:14][CH2:15][NH:16][C:10]3=[N:9][C:8]=2[C:17]2[CH:22]=[CH:21][CH:20]=[CH:19][CH:18]=2)[CH:6]=[CH:5][CH:4]=[CH:3][CH:2]=1.[C:23](O[C:23]([O:25][C:26]([CH3:29])([CH3:28])[CH3:27])=[O:24])([O:25][C:26]([CH3:29])([CH3:28])[CH3:27])=[O:24].O. Given the product [C:1]1([C:7]2[N:12]=[C:11]3[CH2:13][CH2:14][CH2:15][N:16]([C:23]([O:25][C:26]([CH3:29])([CH3:28])[CH3:27])=[O:24])[C:10]3=[N:9][C:8]=2[C:17]2[CH:18]=[CH:19][CH:20]=[CH:21][CH:22]=2)[CH:2]=[CH:3][CH:4]=[CH:5][CH:6]=1, predict the reactants needed to synthesize it. (2) Given the product [F:27][C:28]([F:41])([F:40])[S:29]([O:26][C:3]1[C:2]([Cl:1])=[CH:7][CH:6]=[CH:5][C:4]=1[C:8]1[CH:13]=[CH:12][C:11]([O:14][CH2:15][C:16]2[CH:25]=[CH:24][C:23]3[C:18](=[CH:19][CH:20]=[CH:21][CH:22]=3)[N:17]=2)=[CH:10][CH:9]=1)(=[O:31])=[O:30], predict the reactants needed to synthesize it. The reactants are: [Cl:1][C:2]1[CH:7]=[CH:6][CH:5]=[C:4]([C:8]2[CH:13]=[CH:12][C:11]([O:14][CH2:15][C:16]3[CH:25]=[CH:24][C:23]4[C:18](=[CH:19][CH:20]=[CH:21][CH:22]=4)[N:17]=3)=[CH:10][CH:9]=2)[C:3]=1[OH:26].[F:27][C:28]([F:41])([F:40])[S:29](O[S:29]([C:28]([F:41])([F:40])[F:27])(=[O:31])=[O:30])(=[O:31])=[O:30]. (3) The reactants are: C(OC([N:8]1[CH2:17][CH2:16][C:15]2[C:10](=[CH:11][CH:12]=[C:13]([C:18]3[CH:23]=[CH:22][N:21]=[C:20]4[NH:24][C:25]([C:27]5[CH:28]=[N:29][N:30]([CH3:32])[CH:31]=5)=[N:26][C:19]=34)[CH:14]=2)[CH2:9]1)=O)(C)(C)C.[ClH:33]. Given the product [ClH:33].[CH3:32][N:30]1[CH:31]=[C:27]([C:25]2[NH:24][C:20]3=[N:21][CH:22]=[CH:23][C:18]([C:13]4[CH:14]=[C:15]5[C:10](=[CH:11][CH:12]=4)[CH2:9][NH:8][CH2:17][CH2:16]5)=[C:19]3[N:26]=2)[CH:28]=[N:29]1, predict the reactants needed to synthesize it. (4) The reactants are: [C:1]1([CH2:7][CH2:8][CH2:9][NH:10][C@H:11]2[CH2:16][CH2:15][C@H:14]([C:17]3[CH:22]=[CH:21][C:20]([OH:23])=[CH:19][CH:18]=3)[CH2:13][CH2:12]2)[CH:6]=[CH:5][CH:4]=[CH:3][CH:2]=1.Cl[C:25]([O:27][CH3:28])=[O:26]. Given the product [CH3:28][O:27][C:25](=[O:26])[N:10]([C@H:11]1[CH2:12][CH2:13][C@H:14]([C:17]2[CH:18]=[CH:19][C:20]([OH:23])=[CH:21][CH:22]=2)[CH2:15][CH2:16]1)[CH2:9][CH2:8][CH2:7][C:1]1[CH:2]=[CH:3][CH:4]=[CH:5][CH:6]=1, predict the reactants needed to synthesize it.